The task is: Predict the reactants needed to synthesize the given product.. This data is from Full USPTO retrosynthesis dataset with 1.9M reactions from patents (1976-2016). (1) Given the product [OH:17][CH2:16][CH2:15][O:1][C:2]1[C:3]([O:12][CH3:13])=[CH:4][C:5]([CH:6]=[O:7])=[CH:8][C:9]=1[O:10][CH3:11], predict the reactants needed to synthesize it. The reactants are: [OH:1][C:2]1[C:9]([O:10][CH3:11])=[CH:8][C:5]([CH:6]=[O:7])=[CH:4][C:3]=1[O:12][CH3:13].I[CH2:15][CH2:16][OH:17].C(=O)([O-])[O-].[K+].[K+].Cl. (2) Given the product [C:23]([O:27][C:28]([NH:30][CH:31]1[CH2:32][N:33]([C:2]2[N:11]=[C:10]3[C:5]([C:6](=[O:21])[C:7]([C:16]([O:18][CH2:19][CH3:20])=[O:17])=[CH:8][N:9]3[CH2:12][CH2:13][C:14]#[N:15])=[CH:4][C:3]=2[F:22])[CH2:34]1)=[O:29])([CH3:26])([CH3:24])[CH3:25], predict the reactants needed to synthesize it. The reactants are: Cl[C:2]1[N:11]=[C:10]2[C:5]([C:6](=[O:21])[C:7]([C:16]([O:18][CH2:19][CH3:20])=[O:17])=[CH:8][N:9]2[CH2:12][CH2:13][C:14]#[N:15])=[CH:4][C:3]=1[F:22].[C:23]([O:27][C:28]([NH:30][CH:31]1[CH2:34][NH:33][CH2:32]1)=[O:29])([CH3:26])([CH3:25])[CH3:24]. (3) Given the product [CH2:1]([O:3][CH2:4][O:5][C:6]1[C:13]([CH:14]([CH3:16])[CH3:15])=[CH:12][CH:11]=[CH:10][C:7]=1[CH2:8][Br:43])[CH3:2], predict the reactants needed to synthesize it. The reactants are: [CH2:1]([O:3][CH2:4][O:5][C:6]1[C:13]([CH:14]([CH3:16])[CH3:15])=[CH:12][CH:11]=[CH:10][C:7]=1[CH2:8]O)[CH3:2].C1C=CC(P(C2C=CC=CC=2)C2C=CC=CC=2)=CC=1.C1C(=O)N([Br:43])C(=O)C1. (4) Given the product [C:12]([O:11][C:9](=[O:10])[CH2:8][N:7]([C:19]([O:21][C:22]([CH3:25])([CH3:24])[CH3:23])=[O:20])[CH2:6][C:5]1[CH:16]=[CH:17][CH:18]=[C:3]([C:1]#[N:2])[CH:4]=1)([CH3:14])([CH3:13])[CH3:15], predict the reactants needed to synthesize it. The reactants are: [C:1]([C:3]1[CH:4]=[C:5]([CH:16]=[CH:17][CH:18]=1)[CH2:6][NH:7][CH2:8][C:9]([O:11][C:12]([CH3:15])([CH3:14])[CH3:13])=[O:10])#[N:2].[C:19](O[C:19]([O:21][C:22]([CH3:25])([CH3:24])[CH3:23])=[O:20])([O:21][C:22]([CH3:25])([CH3:24])[CH3:23])=[O:20]. (5) Given the product [Cl:1][C:2]1[CH:7]=[CH:6][CH:5]=[CH:4][C:3]=1/[CH:8]=[CH:9]/[C:10]1[CH:22]=[CH:21][C:13]([C:14]([OH:16])=[O:15])=[C:12]([NH:23][C:24]2[CH:25]=[CH:26][C:27]([F:30])=[CH:28][CH:29]=2)[CH:11]=1, predict the reactants needed to synthesize it. The reactants are: [Cl:1][C:2]1[CH:7]=[CH:6][CH:5]=[CH:4][C:3]=1/[CH:8]=[CH:9]/[C:10]1[CH:22]=[CH:21][C:13]([C:14]([O:16]C(C)(C)C)=[O:15])=[C:12]([NH:23][C:24]2[CH:29]=[CH:28][C:27]([F:30])=[CH:26][CH:25]=2)[CH:11]=1. (6) Given the product [CH3:12][C:5]1([CH:10]=[CH2:11])[CH2:4][C:3]2[CH:2]=[N:14][O:9][C:8]=2[CH:7]=[CH:6]1, predict the reactants needed to synthesize it. The reactants are: O[CH:2]=[C:3]1[C:8](=[O:9])[CH:7]=[CH:6][C:5]([CH3:12])([CH:10]=[CH2:11])[CH2:4]1.Cl.[NH2:14]O. (7) Given the product [NH2:31][C:28]([CH3:30])([CH3:29])[C:27]([N:25]1[CH2:24][CH:23]([C:21]2[CH:20]=[CH:19][C:16]3[C:17]4[N:18]=[C:9]([C:8]5[N:4]([CH:1]([CH3:3])[CH3:2])[N:5]=[CH:6][N:7]=5)[S:10][C:11]=4[CH2:12][CH2:13][O:14][C:15]=3[CH:22]=2)[CH2:26]1)=[O:35], predict the reactants needed to synthesize it. The reactants are: [CH:1]([N:4]1[C:8]([C:9]2[S:10][C:11]3[CH2:12][CH2:13][O:14][C:15]4[CH:22]=[C:21]([CH:23]5[CH2:26][N:25]([C:27](=[O:35])[C:28]([NH:31]C(=O)O)([CH3:30])[CH3:29])[CH2:24]5)[CH:20]=[CH:19][C:16]=4[C:17]=3[N:18]=2)=[N:7][CH:6]=[N:5]1)([CH3:3])[CH3:2].C(O)(C(F)(F)F)=O.